Dataset: Forward reaction prediction with 1.9M reactions from USPTO patents (1976-2016). Task: Predict the product of the given reaction. Given the reactants [CH3:1][N:2]1[C:6]2=[N:7][C:8]([N:11]3C(=O)C4C(=CC=CC=4)C3=O)=[CH:9][CH:10]=[C:5]2[CH:4]=[CH:3]1.NN, predict the reaction product. The product is: [CH3:1][N:2]1[C:6]2=[N:7][C:8]([NH2:11])=[CH:9][CH:10]=[C:5]2[CH:4]=[CH:3]1.